Task: Predict the reaction yield, written as a fraction of the theoretical maximum amount of product (1.0 means a 100% yield; for example, 0.34 means a 34% yield).. Dataset: Reaction yield outcomes from USPTO patents with 853,638 reactions (1) The reactants are [C:1]([CH2:9][C:10]([O:12]CC)=O)(=O)[C:2]1[CH:7]=[CH:6][CH:5]=[CH:4][CH:3]=1.[NH:15]([C:17]1[CH:22]=[CH:21][CH:20]=[CH:19][N:18]=1)[NH2:16]. The catalyst is C(O)C. The product is [N:18]1[CH:19]=[CH:20][CH:21]=[CH:22][C:17]=1[N:15]1[C:10]([OH:12])=[CH:9][C:1]([C:2]2[CH:3]=[CH:4][CH:5]=[CH:6][CH:7]=2)=[N:16]1. The yield is 0.870. (2) The reactants are [N:1]1([CH:7]2[CH2:12][CH2:11][C:10](=[O:13])[CH2:9][CH2:8]2)[CH2:6][CH2:5][O:4][CH2:3][CH2:2]1.[Li+].C[Si]([N-][Si](C)(C)C)(C)C.C1C=CC(N([S:31]([C:34]([F:37])([F:36])[F:35])(=[O:33])=[O:32])[S:31]([C:34]([F:37])([F:36])[F:35])(=[O:33])=[O:32])=CC=1. The catalyst is O1CCCC1. The product is [F:35][C:34]([F:37])([F:36])[S:31]([O:13][C:10]1[CH2:9][CH2:8][CH:7]([N:1]2[CH2:2][CH2:3][O:4][CH2:5][CH2:6]2)[CH2:12][CH:11]=1)(=[O:33])=[O:32]. The yield is 0.270. (3) The reactants are [Si]([O:18][CH2:19][CH2:20][CH:21]1[CH2:23][CH:22]1[C@@H:24]([NH:29][C:30](=[O:36])[O:31][C:32]([CH3:35])([CH3:34])[CH3:33])[CH2:25][CH:26]([CH3:28])[CH3:27])(C(C)(C)C)(C1C=CC=CC=1)C1C=CC=CC=1.CCCC[N+](CCCC)(CCCC)CCCC.[F-]. The catalyst is C1COCC1. The product is [OH:18][CH2:19][CH2:20][CH:21]1[CH2:23][CH:22]1[C@@H:24]([NH:29][C:30](=[O:36])[O:31][C:32]([CH3:33])([CH3:35])[CH3:34])[CH2:25][CH:26]([CH3:28])[CH3:27]. The yield is 0.880. (4) The reactants are [C:1]([CH2:3][C:4]([NH2:6])=[S:5])#[N:2].[CH3:7][C:8](=O)[CH2:9][C:10](=O)[CH2:11][CH2:12][CH2:13][CH2:14][CH3:15].C(N(CC)CC)C. The catalyst is CCO. The product is [CH2:11]([C:10]1[CH:9]=[C:8]([CH3:7])[C:3]([C:1]#[N:2])=[C:4]([SH:5])[N:6]=1)[CH2:12][CH2:13][CH2:14][CH3:15]. The yield is 0.621. (5) The catalyst is C(Cl)Cl. The product is [C:1]([O:5][C:6](=[O:34])[NH:7][C:8]([C:10]1[S:11][C:12]([S:32][CH3:33])=[C:13]([S:15]([C:18]2[CH:19]=[C:20]([C:24]3[C:29]([CH3:30])=[CH:28][CH:27]=[CH:26][C:25]=3[NH:31][C:42]([NH:56][CH2:55][CH2:54][NH2:57])=[O:43])[CH:21]=[CH:22][CH:23]=2)(=[O:17])=[O:16])[CH:14]=1)=[NH:9])([CH3:4])([CH3:3])[CH3:2]. The yield is 0.820. The reactants are [C:1]([O:5][C:6](=[O:34])[NH:7][C:8]([C:10]1[S:11][C:12]([S:32][CH3:33])=[C:13]([S:15]([C:18]2[CH:19]=[C:20]([C:24]3[C:29]([CH3:30])=[CH:28][CH:27]=[CH:26][C:25]=3[NH2:31])[CH:21]=[CH:22][CH:23]=2)(=[O:17])=[O:16])[CH:14]=1)=[NH:9])([CH3:4])([CH3:3])[CH3:2].N1C=CC=CC=1.Cl[C:42](OC1C=CC([N+]([O-])=O)=CC=1)=[O:43].[CH2:54]([NH2:57])[CH2:55][NH2:56].C(N(CC)CC)C. (6) The reactants are [Cl:1][C:2]1[C:3]([C:10]2[S:11][C:12]([C:15]3[N:16]=[C:17]4[C:22]([Cl:23])=[CH:21][C:20]([C:24]([F:27])([F:26])[F:25])=[CH:19][N:18]4[CH:28]=3)=[N:13][N:14]=2)=[CH:4][C:5]([F:9])=[C:6]([OH:8])[CH:7]=1.C([O-])([O-])=O.[K+].[K+].Br[CH2:36][C:37](=[O:39])[CH3:38]. The catalyst is CN(C=O)C. The product is [Cl:1][C:2]1[C:3]([C:10]2[S:11][C:12]([C:15]3[N:16]=[C:17]4[C:22]([Cl:23])=[CH:21][C:20]([C:24]([F:26])([F:25])[F:27])=[CH:19][N:18]4[CH:28]=3)=[N:13][N:14]=2)=[CH:4][C:5]([F:9])=[C:6]([CH:7]=1)[O:8][CH2:36][C:37](=[O:39])[CH3:38]. The yield is 1.18.